The task is: Predict the reactants needed to synthesize the given product.. This data is from Full USPTO retrosynthesis dataset with 1.9M reactions from patents (1976-2016). (1) The reactants are: [Cl:1][C:2]1[CH:3]=[C:4]([S:9]([NH:12][C:13]2[CH:14]=[C:15]([CH:25]=[CH:26][C:27]=2[O:28][CH3:29])[C:16]([NH:18][C:19]2[CH:24]=[CH:23][CH:22]=[CH:21][CH:20]=2)=O)(=[O:11])=[O:10])[CH:5]=[C:6]([Cl:8])[CH:7]=1.COC1C=CC(P2(SP(C3C=CC(OC)=CC=3)(=S)S2)=[S:39])=CC=1. Given the product [Cl:1][C:2]1[CH:3]=[C:4]([S:9]([NH:12][C:13]2[CH:14]=[C:15]([CH:25]=[CH:26][C:27]=2[O:28][CH3:29])[C:16]([NH:18][C:19]2[CH:24]=[CH:23][CH:22]=[CH:21][CH:20]=2)=[S:39])(=[O:11])=[O:10])[CH:5]=[C:6]([Cl:8])[CH:7]=1, predict the reactants needed to synthesize it. (2) Given the product [F:14][C:8]1[C:9]([O:12][CH3:13])=[N:10][C:11]2[C:6]([CH:7]=1)=[N:5][CH:4]=[C:3]([F:15])[C:2]=2[C:25]([CH3:26])=[CH2:24], predict the reactants needed to synthesize it. The reactants are: Br[C:2]1[C:3]([F:15])=[CH:4][N:5]=[C:6]2[C:11]=1[N:10]=[C:9]([O:12][CH3:13])[C:8]([F:14])=[CH:7]2.C(=O)([O-])[O-].[K+].[K+].O.N1C=C[CH:26]=[CH:25][CH:24]=1.CC(B1OB(C(C)=C)OB(C(C)=C)O1)=C. (3) Given the product [CH3:1][O:2][C:3]1[CH:8]=[CH:7][C:6]([C:19]2[CH:20]=[CH:21][CH:22]=[CH:23][CH:24]=2)=[CH:5][CH:4]=1, predict the reactants needed to synthesize it. The reactants are: [CH3:1][O:2][C:3]1[CH:8]=[CH:7][C:6](B(O)O)=[CH:5][CH:4]=1.C([O-])([O-])=O.[Na+].[Na+].I[C:19]1[CH:20]=[CH:21][C:22](C)=[C:23](O)[CH:24]=1.COCCOC. (4) Given the product [Cl:1][C:2]1[CH:7]=[CH:6][CH:5]=[C:4]([Cl:8])[C:3]=1[NH:9][C:10]([NH:25][C:24]1[CH:26]=[CH:27][CH:28]=[C:22]([O:21][CH2:20][CH2:19][CH2:18][N:15]2[CH2:14][CH2:13][O:12][CH2:17][CH2:16]2)[CH:23]=1)=[O:11], predict the reactants needed to synthesize it. The reactants are: [Cl:1][C:2]1[CH:7]=[CH:6][CH:5]=[C:4]([Cl:8])[C:3]=1[N:9]=[C:10]=[O:11].[O:12]1[CH2:17][CH2:16][N:15]([CH2:18][CH2:19][CH2:20][O:21][C:22]2[CH:23]=[C:24]([CH:26]=[CH:27][CH:28]=2)[NH2:25])[CH2:14][CH2:13]1. (5) Given the product [NH2:12][C:7]1[C:6]2[C:10](=[C:2]([C:21]3[CH:22]=[C:23]4[C:18](=[CH:19][CH:20]=3)[N:17]=[C:16]([NH:15][CH3:14])[N:25]=[CH:24]4)[C:3]([CH3:13])=[CH:4][CH:5]=2)[N:9]([CH3:11])[N:8]=1, predict the reactants needed to synthesize it. The reactants are: I[C:2]1[C:3]([CH3:13])=[CH:4][CH:5]=[C:6]2[C:10]=1[N:9]([CH3:11])[N:8]=[C:7]2[NH2:12].[CH3:14][NH:15][C:16]1[N:25]=[CH:24][C:23]2[C:18](=[CH:19][CH:20]=[C:21](B3OC(C)(C)C(C)(C)O3)[CH:22]=2)[N:17]=1.C(=O)([O-])[O-].[Na+].[Na+]. (6) Given the product [Br-:1].[CH2:34]([P+:29]([CH2:25][CH2:26][CH2:27][CH3:28])([CH2:30][CH2:31][CH2:32][CH3:33])[CH2:2][C:3]1[C:4]([C:18]2[CH:23]=[CH:22][C:21]([F:24])=[CH:20][CH:19]=2)=[N:5][C:6]([N:12]([CH3:17])[S:13]([CH3:16])(=[O:15])=[O:14])=[N:7][C:8]=1[CH:9]([CH3:11])[CH3:10])[CH2:35][CH2:36][CH3:37], predict the reactants needed to synthesize it. The reactants are: [Br:1][CH2:2][C:3]1[C:4]([C:18]2[CH:23]=[CH:22][C:21]([F:24])=[CH:20][CH:19]=2)=[N:5][C:6]([N:12]([CH3:17])[S:13]([CH3:16])(=[O:15])=[O:14])=[N:7][C:8]=1[CH:9]([CH3:11])[CH3:10].[CH2:25]([P:29]([CH2:34][CH2:35][CH2:36][CH3:37])[CH2:30][CH2:31][CH2:32][CH3:33])[CH2:26][CH2:27][CH3:28]. (7) Given the product [C:51]([C:45]1[CH:46]=[CH:47][CH:48]=[C:49]([C:6]2[C:5]([C:8]3[CH:13]=[C:12]([C:14]#[CH:15])[CH:11]=[CH:10][N:9]=3)=[C:4]([N+:16]([O-:18])=[O:17])[CH:3]=[CH:2][CH:7]=2)[CH:50]=1)#[CH:52], predict the reactants needed to synthesize it. The reactants are: Br[C:2]1[CH:7]=[CH:6][C:5]([C:8]2[CH:13]=[C:12]([C:14]#[CH:15])[CH:11]=[CH:10][N:9]=2)=[C:4]([N+:16]([O-:18])=[O:17])[CH:3]=1.C1(P(C2C=CC=CC=2)C2C=CC=CC=2)C=CC=CC=1.CCN(CC)CC.[C:45]1([C:51]#[CH:52])[CH:50]=[CH:49][CH:48]=[CH:47][CH:46]=1.